From a dataset of Full USPTO retrosynthesis dataset with 1.9M reactions from patents (1976-2016). Predict the reactants needed to synthesize the given product. (1) Given the product [S:12]1[C:7]2[C:2](=[N:3][CH:4]=[CH:5][CH:6]=2)[NH:1][C:10]1=[S:11], predict the reactants needed to synthesize it. The reactants are: [NH2:1][C:2]1[C:7](Cl)=[CH:6][CH:5]=[CH:4][N:3]=1.O(CC)[C:10]([S-:12])=[S:11].[K+].C(O)(=O)C. (2) The reactants are: CC1N=C(C2C=CC([CH:13]3[O:19][CH2:18][CH2:17][N:16]([C:20]4[N:25]([CH3:26])[C:24](=[O:27])[CH:23]=[C:22]([C:28]5[CH:33]=[CH:32][N:31]=[CH:30][N:29]=5)[N:21]=4)[CH2:15][CH2:14]3)=CC=2)ON=1.Cl.[O:35]1[C:39]([C:40]2[CH:45]=[CH:44][C:43](C3COCCNC3)=[CH:42][CH:41]=2)=[N:38][CH:37]=[N:36]1. Given the product [CH3:26][N:25]1[C:24](=[O:27])[CH:23]=[C:22]([C:28]2[CH:33]=[CH:32][N:31]=[CH:30][N:29]=2)[N:21]=[C:20]1[N:16]1[CH2:15][CH:14]([C:43]2[CH:42]=[CH:41][C:40]([C:39]3[O:35][N:36]=[CH:37][N:38]=3)=[CH:45][CH:44]=2)[CH2:13][O:19][CH2:18][CH2:17]1, predict the reactants needed to synthesize it. (3) Given the product [NH2:1][C:2]1[N:7]=[C:6]([O:18][CH:16]2[CH2:17][CH2:12][CH2:13][CH2:14][CH2:15]2)[C:5]([C:10]#[N:11])=[C:4]([C:12]2[CH:17]=[C:16]([O:18][CH3:19])[C:15]([O:20][CH3:21])=[C:14]([O:22][CH3:23])[CH:13]=2)[N:3]=1, predict the reactants needed to synthesize it. The reactants are: [NH2:1][C:2]1[N:7]=[C:6](SC)[C:5]([C:10]#[N:11])=[C:4]([C:12]2[CH:17]=[C:16]([O:18][CH3:19])[C:15]([O:20][CH3:21])=[C:14]([O:22][CH3:23])[CH:13]=2)[N:3]=1.[Na]. (4) Given the product [CH2:10]([O:9][C:7]([C:3]1[NH:4][CH:5]=[C:6]2[CH:42]([C:27]3[O:28][C:24]([S:23][C:21]4[NH:20][C:19]5[CH:31]=[C:15]6[O:14][C:13]([F:12])([F:33])[O:32][C:16]6=[CH:17][C:18]=5[N:22]=4)=[CH:25][CH:26]=3)[C:39]3[C:34](=[O:41])[CH2:35][CH2:36][CH2:37][C:38]=3[NH:1][C:2]=12)=[O:8])[CH3:11], predict the reactants needed to synthesize it. The reactants are: [NH2:1][C:2]1[CH:6]=[CH:5][NH:4][C:3]=1[C:7]([O:9][CH2:10][CH3:11])=[O:8].[F:12][C:13]1([F:33])[O:32][C:16]2=[CH:17][C:18]3[NH:22][C:21]([S:23][C:24]4[O:28][C:27](C=O)=[CH:26][CH:25]=4)=[N:20][C:19]=3[CH:31]=[C:15]2[O:14]1.[C:34]1(=[O:41])[CH2:39][CH2:38][CH2:37][C:36](=O)[CH2:35]1.[CH2:42](O)CCC. (5) Given the product [C:1]([N:4]1[CH2:5][CH2:6][N:7]([C:10]2[N:15]=[C:14]([O:16][CH2:17][CH3:18])[C:13]([NH:19][C:20]([C:22]3[C:26]4[C:27](=[O:41])[N:28]([CH2:31][CH2:32][OH:33])[CH2:29][CH2:30][C:25]=4[O:24][CH:23]=3)=[O:21])=[CH:12][CH:11]=2)[CH2:8][CH2:9]1)(=[O:3])[CH3:2], predict the reactants needed to synthesize it. The reactants are: [C:1]([N:4]1[CH2:9][CH2:8][N:7]([C:10]2[N:15]=[C:14]([O:16][CH2:17][CH3:18])[C:13]([NH:19][C:20]([C:22]3[C:26]4[C:27](=[O:41])[N:28]([CH2:31][CH2:32][O:33]CC5C=CC=CC=5)[CH2:29][CH2:30][C:25]=4[O:24][CH:23]=3)=[O:21])=[CH:12][CH:11]=2)[CH2:6][CH2:5]1)(=[O:3])[CH3:2]. (6) Given the product [CH3:1][N:2]1[CH:6]=[C:5]([N:7]2[CH:12]=[CH:11][C:10](=[O:13])[C:9]([CH2:14][C:15]3[CH:16]=[C:17]([NH:21][C:22](=[O:29])[O:23][CH2:24][CH:25]([F:28])[CH2:26][N:27]4[CH2:35][CH2:34][O:33][CH2:32][CH2:31]4)[CH:18]=[CH:19][CH:20]=3)=[N:8]2)[CH:4]=[N:3]1, predict the reactants needed to synthesize it. The reactants are: [CH3:1][N:2]1[CH:6]=[C:5]([N:7]2[CH:12]=[CH:11][C:10](=[O:13])[C:9]([CH2:14][C:15]3[CH:16]=[C:17]([NH:21][C:22](=[O:29])[O:23][CH2:24][CH:25]([F:28])[CH2:26][NH2:27])[CH:18]=[CH:19][CH:20]=3)=[N:8]2)[CH:4]=[N:3]1.Br[CH2:31][CH2:32][O:33][CH2:34][CH2:35]Br.CCN(C(C)C)C(C)C.